Task: Predict the reaction yield, written as a fraction of the theoretical maximum amount of product (1.0 means a 100% yield; for example, 0.34 means a 34% yield).. Dataset: Reaction yield outcomes from USPTO patents with 853,638 reactions (1) The catalyst is C1COCC1. The yield is 0.890. The reactants are C([Li])CCC.[S:6]1[CH:10]=[CH:9][N:8]=[CH:7]1.[CH2:11]1[O:21][C:14]2([CH2:19][CH2:18][C:17](=[O:20])[CH2:16][CH2:15]2)[O:13][CH2:12]1.O. The product is [S:6]1[CH:10]=[CH:9][N:8]=[C:7]1[C:17]1([OH:20])[CH2:18][CH2:19][C:14]2([O:21][CH2:11][CH2:12][O:13]2)[CH2:15][CH2:16]1. (2) The reactants are [NH2:1][C:2]1[C:7]([NH2:8])=[CH:6][CH:5]=[CH:4][N:3]=1.[CH2:9]([O:11][C:12](=[O:18])[C:13](=O)[CH:14](Br)[CH3:15])[CH3:10].C(=O)([O-])[O-].[Na+].[Na+]. The catalyst is COCCOC. The product is [NH2:8][C:7]1[C:2]2[N:3]([C:14]([CH3:15])=[C:13]([C:12]([O:11][CH2:9][CH3:10])=[O:18])[N:1]=2)[CH:4]=[CH:5][CH:6]=1. The yield is 0.340. (3) The reactants are [C:1]([C:3]1[N:8]=[CH:7][C:6]([S:9]([CH:12]2[CH2:17][CH2:16][N:15]([C:18]([O:20][C:21]([CH3:24])([CH3:23])[CH3:22])=[O:19])[CH2:14][CH2:13]2)(=[O:11])=[O:10])=[CH:5][CH:4]=1)#[N:2].[OH-].[NH4+].[H][H]. The catalyst is CO.[Ni]. The product is [NH2:2][CH2:1][C:3]1[N:8]=[CH:7][C:6]([S:9]([CH:12]2[CH2:13][CH2:14][N:15]([C:18]([O:20][C:21]([CH3:24])([CH3:23])[CH3:22])=[O:19])[CH2:16][CH2:17]2)(=[O:10])=[O:11])=[CH:5][CH:4]=1. The yield is 0.610. (4) The yield is 0.691. The reactants are Cl.Cl.[CH2:3]([N:5]([CH2:20][CH3:21])[C:6]([CH:8]1[CH2:13][CH2:12][CH2:11][N:10]([CH:14]2[CH2:19][CH2:18][NH:17][CH2:16][CH2:15]2)[CH2:9]1)=[O:7])[CH3:4].[NH2:22][C:23]1[S:24][C:25]2[CH:34]=[CH:33][CH:32]=[CH:31][C:26]=2[C:27]=1[C:28](O)=[O:29]. The product is [NH2:22][C:23]1[S:24][C:25]2[CH:34]=[CH:33][CH:32]=[CH:31][C:26]=2[C:27]=1[C:28]([N:17]1[CH2:16][CH2:15][CH:14]([N:10]2[CH2:11][CH2:12][CH2:13][CH:8]([C:6]([N:5]([CH2:3][CH3:4])[CH2:20][CH3:21])=[O:7])[CH2:9]2)[CH2:19][CH2:18]1)=[O:29]. No catalyst specified. (5) The reactants are [CH3:1][N:2]([CH2:9][CH2:10][O:11][C:12]1[CH:25]=[CH:24][C:15]([CH2:16][CH:17]2[S:21][C:20](=[O:22])[NH:19][C:18]2=[O:23])=[CH:14][CH:13]=1)[C:3]1[CH:8]=[CH:7][CH:6]=[CH:5][N:4]=1.[C:26]([OH:33])(=[O:32])/[CH:27]=[CH:28]\[C:29]([OH:31])=[O:30]. The catalyst is C(#N)C. The product is [CH3:1][N:2]([C:3]1[CH:8]=[CH:7][CH:6]=[CH:5][N:4]=1)[CH2:9][CH2:10][O:11][C:12]1[CH:25]=[CH:24][C:15]([CH2:16][CH:17]2[S:21][C:20](=[O:22])[NH:19][C:18]2=[O:23])=[CH:14][CH:13]=1.[CH:27](/[C:26]([OH:33])=[O:32])=[CH:28]/[C:29]([OH:31])=[O:30]. The yield is 0.710. (6) The product is [Cl:1][C:2]1[CH:8]=[C:6]([N:7]=[C:15]=[O:16])[C:5]([O:9][CH2:10][CH3:11])=[CH:4][C:3]=1[O:12][CH2:13][CH3:14]. The reactants are [Cl:1][C:2]1[C:3]([O:12][CH2:13][CH3:14])=[CH:4][C:5]([O:9][CH2:10][CH3:11])=[C:6]([CH:8]=1)[NH2:7].[C:15](Cl)(Cl)=[O:16]. The yield is 1.00. The catalyst is CCOC(C)=O.